From a dataset of Catalyst prediction with 721,799 reactions and 888 catalyst types from USPTO. Predict which catalyst facilitates the given reaction. (1) Reactant: Cl[Si](Cl)(Cl)Cl.[N-:6]=[N+:7]=[N-:8].[Na+].[CH2:10]([O:12][C:13]([C:15]1[CH:16]=[C:17]2[C:22](=[CH:23][CH:24]=1)[NH:21][CH:20]([C:25]1[CH:30]=[CH:29][CH:28]=[C:27]([NH:31][C:32](=O)[CH2:33][C:34]3[CH:39]=[CH:38][CH:37]=[CH:36][CH:35]=3)[CH:26]=1)[C:19]([CH3:42])([CH3:41])[CH2:18]2)=[O:14])[CH3:11]. Product: [CH2:10]([O:12][C:13]([C:15]1[CH:24]=[C:23]2[C:22](=[CH:17][CH:16]=1)[NH:21][CH:20]([C:25]1[CH:30]=[CH:29][CH:28]=[C:27]([N:31]3[C:32]([CH2:33][C:34]4[CH:39]=[CH:38][CH:37]=[CH:36][CH:35]=4)=[N:8][N:7]=[N:6]3)[CH:26]=1)[C:19]([CH3:18])([CH3:42])[CH2:41]2)=[O:14])[CH3:11]. The catalyst class is: 10. (2) Reactant: C([O:3][C:4]([C:6]1[N:10]([CH2:11][C:12]2[CH:17]=[CH:16][CH:15]=[C:14]([Cl:18])[CH:13]=2)[C:9]2[CH:19]=[C:20]([C:22]3[CH:27]=[CH:26][C:25]([C:28]([CH3:31])([CH3:30])[CH3:29])=[CH:24][CH:23]=3)[S:21][C:8]=2[C:7]=1[C:32]1[CH:37]=[CH:36][C:35]([C:38]([CH3:41])([CH3:40])[CH3:39])=[CH:34][CH:33]=1)=[O:5])C.[OH-].[K+].Cl. Product: [C:28]([C:25]1[CH:26]=[CH:27][C:22]([C:20]2[S:21][C:8]3[C:7]([C:32]4[CH:37]=[CH:36][C:35]([C:38]([CH3:41])([CH3:40])[CH3:39])=[CH:34][CH:33]=4)=[C:6]([C:4]([OH:5])=[O:3])[N:10]([CH2:11][C:12]4[CH:17]=[CH:16][CH:15]=[C:14]([Cl:18])[CH:13]=4)[C:9]=3[CH:19]=2)=[CH:23][CH:24]=1)([CH3:29])([CH3:30])[CH3:31]. The catalyst class is: 12. (3) Reactant: [C:1]([O:5][C:6]([N:8]1[CH2:13][CH2:12][CH2:11][C@@H:10]([OH:14])[CH2:9]1)=[O:7])([CH3:4])([CH3:3])[CH3:2].ClC(Cl)(Cl)[C:17]([N:19]=C=O)=[O:18]. Product: [C:1]([O:5][C:6]([N:8]1[CH2:13][CH2:12][CH2:11][C@@H:10]([O:14][C:17]([NH2:19])=[O:18])[CH2:9]1)=[O:7])([CH3:4])([CH3:2])[CH3:3]. The catalyst class is: 13.